Dataset: Reaction yield outcomes from USPTO patents with 853,638 reactions. Task: Predict the reaction yield, written as a fraction of the theoretical maximum amount of product (1.0 means a 100% yield; for example, 0.34 means a 34% yield). (1) The reactants are [CH3:1][C:2]1[C:6]([CH2:7][N:8]2[CH:12]=[C:11]([N:13]3[C:17](=[O:18])[C:16]([CH3:20])([CH3:19])[NH:15][C:14]3=[O:21])[CH:10]=[N:9]2)=[C:5]([CH3:22])[O:4][N:3]=1.Br[CH2:24][C:25]1[CH:26]=[C:27]([CH2:31][OH:32])[CH:28]=[CH:29][CH:30]=1. No catalyst specified. The product is [CH3:1][C:2]1[C:6]([CH2:7][N:8]2[CH:12]=[C:11]([N:13]3[C:17](=[O:18])[C:16]([CH3:19])([CH3:20])[N:15]([CH2:24][C:25]4[CH:30]=[CH:29][CH:28]=[C:27]([CH2:31][OH:32])[CH:26]=4)[C:14]3=[O:21])[CH:10]=[N:9]2)=[C:5]([CH3:22])[O:4][N:3]=1. The yield is 0.700. (2) The reactants are Cl.Cl.[NH:3]1[CH2:6][CH:5]([C:7]2[C:8]([O:28][CH3:29])=[C:9]([CH:15]([N:17]3[C:21]4=[N:22][CH:23]=[N:24][C:25]([NH2:26])=[C:20]4[C:19]([CH3:27])=[N:18]3)[CH3:16])[CH:10]=[C:11]([Cl:14])[C:12]=2[CH3:13])[CH2:4]1.[Si]([O:37][CH2:38][CH:39]=O)(C(C)(C)C)(C)C.C(N(CC)CC)C.C(O[BH-](OC(=O)C)OC(=O)C)(=O)C.[Na+].[F-].C([N+](CCCC)(CCCC)CCCC)CCC.C1COCC1. The catalyst is C(Cl)Cl. The product is [NH2:26][C:25]1[N:24]=[CH:23][N:22]=[C:21]2[N:17]([CH:15]([C:9]3[C:8]([O:28][CH3:29])=[C:7]([CH:5]4[CH2:4][N:3]([CH2:39][CH2:38][OH:37])[CH2:6]4)[C:12]([CH3:13])=[C:11]([Cl:14])[CH:10]=3)[CH3:16])[N:18]=[C:19]([CH3:27])[C:20]=12. The yield is 0.400.